From a dataset of Reaction yield outcomes from USPTO patents with 853,638 reactions. Predict the reaction yield, written as a fraction of the theoretical maximum amount of product (1.0 means a 100% yield; for example, 0.34 means a 34% yield). (1) The reactants are [CH3:1][C:2]([CH3:33])([CH3:32])[C:3](=[O:31])[CH2:4][O:5][C:6]1[CH:11]=[CH:10][C:9]([C:12]([C:17]2[CH:18]=[CH:19][C:20]3[O:24][C:23]([C:25](O)=[O:26])=[C:22]([CH3:28])[C:21]=3[CH:29]=2)([CH2:15][CH3:16])[CH2:13][CH3:14])=[CH:8][C:7]=1[CH3:30].C(Cl)CCl.Cl.C[O:40][C:41](=[O:44])[CH2:42][NH2:43]. The catalyst is C(Cl)Cl.CN(C1C=CN=CC=1)C. The product is [CH3:33][C:2]([CH3:1])([CH3:32])[C:3](=[O:31])[CH2:4][O:5][C:6]1[CH:11]=[CH:10][C:9]([C:12]([C:17]2[CH:18]=[CH:19][C:20]3[O:24][C:23]([C:25]([NH:43][CH2:42][C:41]([OH:40])=[O:44])=[O:26])=[C:22]([CH3:28])[C:21]=3[CH:29]=2)([CH2:15][CH3:16])[CH2:13][CH3:14])=[CH:8][C:7]=1[CH3:30]. The yield is 1.00. (2) The reactants are [NH2:1][C:2]1[C:3]([C:8]([O:10][CH3:11])=[O:9])=[N:4][CH:5]=[CH:6][CH:7]=1.S(=O)(=O)(O)O.[Br:17]Br.[OH-].[Na+]. The catalyst is C(O)(=O)C.O. The product is [NH2:1][C:2]1[C:3]([C:8]([O:10][CH3:11])=[O:9])=[N:4][C:5]([Br:17])=[CH:6][CH:7]=1. The yield is 0.740. (3) The product is [CH3:12][O:11][CH2:10][C:6]1[CH:5]=[C:4]([CH2:3][O:2][CH3:1])[CH:9]=[CH:8][C:7]=1[Br:18]. The catalyst is C(O)(=O)C. The yield is 0.297. The reactants are [CH3:1][O:2][CH2:3][C:4]1[CH:9]=[CH:8][CH:7]=[C:6]([CH2:10][O:11][CH3:12])[CH:5]=1.C([O-])(=O)C.[Na+].[Br:18]Br.S([O-])([O-])=O.[Na+].[Na+]. (4) The reactants are [CH2:1]([O:8][CH2:9][CH:10]1[CH2:15][CH2:14][CH:13]([CH2:16][OH:17])[CH2:12][CH2:11]1)[C:2]1[CH:7]=[CH:6][CH:5]=[CH:4][CH:3]=1.CC(OI1(OC(C)=O)(OC(C)=O)OC(=O)C2C=CC=CC1=2)=O.C([O-])(O)=O.[Na+]. The catalyst is ClCCl. The product is [CH2:1]([O:8][CH2:9][CH:10]1[CH2:15][CH2:14][CH:13]([CH:16]=[O:17])[CH2:12][CH2:11]1)[C:2]1[CH:7]=[CH:6][CH:5]=[CH:4][CH:3]=1. The yield is 0.790. (5) The reactants are [N:1]1[CH:6]=[CH:5][CH:4]=[CH:3][C:2]=1[CH:7]=O.[CH3:9][O:10][C:11]1[CH:19]=[CH:18][CH:17]=[CH:16][C:12]=1[C@@H:13]([NH2:15])[CH3:14]. No catalyst specified. The product is [CH3:9][O:10][C:11]1[CH:19]=[CH:18][CH:17]=[CH:16][C:12]=1[C@@H:13]([NH:15][CH2:7][C:2]1[CH:3]=[CH:4][CH:5]=[CH:6][N:1]=1)[CH3:14]. The yield is 0.810. (6) The reactants are C([O:3][C:4](=[O:25])[CH:5]([C:18]1[CH:19]=[C:20]([CH3:24])[CH:21]=[CH:22][CH:23]=1)[CH2:6][C:7]#[C:8][C:9]([C:11]1[CH:16]=[CH:15][C:14]([Br:17])=[CH:13][CH:12]=1)=O)C.[NH2:26][NH2:27].C([O-])([O-])=O.[Cs+].[Cs+]. The catalyst is C1COCC1.C(OCC)(=O)C. The product is [Br:17][C:14]1[CH:13]=[CH:12][C:11]([C:9]2[N:27]([C:14]3[CH:15]=[CH:16][C:11]([CH3:9])=[CH:12][CH:13]=3)[N:26]=[C:7]([CH2:6][CH:5]([C:18]3[CH:19]=[C:20]([CH3:24])[CH:21]=[CH:22][CH:23]=3)[C:4]([OH:3])=[O:25])[CH:8]=2)=[CH:16][CH:15]=1. The yield is 0.580. (7) The reactants are Cl[C:2]1[N:7]=[C:6]([NH:8][C:9]2[CH:23]=[CH:22][C:12]([O:13][CH2:14][CH2:15][CH2:16][C:17]([O:19][CH2:20][CH3:21])=[O:18])=[CH:11][CH:10]=2)[C:5]([N+:24]([O-:26])=[O:25])=[CH:4][N:3]=1.[NH2:27][C:28]1[CH:33]=[CH:32][C:31]([CH2:34][CH2:35][CH2:36][NH:37][C:38](=[O:44])[O:39][C:40]([CH3:43])([CH3:42])[CH3:41])=[CH:30][CH:29]=1.CCN(C(C)C)C(C)C. The catalyst is O1CCOCC1. The product is [CH2:20]([O:19][C:17](=[O:18])[CH2:16][CH2:15][CH2:14][O:13][C:12]1[CH:22]=[CH:23][C:9]([NH:8][C:6]2[C:5]([N+:24]([O-:26])=[O:25])=[CH:4][N:3]=[C:2]([NH:27][C:28]3[CH:29]=[CH:30][C:31]([CH2:34][CH2:35][CH2:36][NH:37][C:38]([O:39][C:40]([CH3:43])([CH3:42])[CH3:41])=[O:44])=[CH:32][CH:33]=3)[N:7]=2)=[CH:10][CH:11]=1)[CH3:21]. The yield is 0.450.